Predict the reactants needed to synthesize the given product. From a dataset of Full USPTO retrosynthesis dataset with 1.9M reactions from patents (1976-2016). (1) Given the product [O:38]1[CH2:37][CH2:36][N:35]([C:34]2[C:29]3[N:30]([C:41]([C:42]4[CH:54]=[CH:53][C:45]([C:46]([O:48][C:49]([CH3:50])([CH3:51])[CH3:52])=[O:47])=[CH:44][CH:43]=4)=[C:27](/[CH:25]=[CH:11]/[C:2]4[CH:3]=[CH:4][C:5]5[CH2:6][CH2:7][CH2:8][CH2:9][C:10]=5[N:1]=4)[N:28]=3)[N:31]=[CH:32][CH:33]=2)[CH2:40][CH2:39]1, predict the reactants needed to synthesize it. The reactants are: [N:1]1[C:10]2[C:5](=[CH:6][CH:7]=[CH:8][CH:9]=2)[CH:4]=[CH:3][C:2]=1[CH2:11]P(=O)(OCC)OCC.[Li]CCCC.[CH:25]([C:27]1[N:28]=[C:29]2[C:34]([N:35]3[CH2:40][CH2:39][O:38][CH2:37][CH2:36]3)=[CH:33][CH:32]=[N:31][N:30]2[C:41]=1[C:42]1[CH:54]=[CH:53][C:45]([C:46]([O:48][C:49]([CH3:52])([CH3:51])[CH3:50])=[O:47])=[CH:44][CH:43]=1)=O.[NH4+].[Cl-]. (2) The reactants are: Br[CH2:2][C:3]1[CH:8]=[CH:7][C:6]([F:9])=[C:5]([O:10][C:11]2[CH:16]=[CH:15][CH:14]=[CH:13][CH:12]=2)[CH:4]=1.[C-:17]#[N:18].[Na+]. Given the product [F:9][C:6]1[CH:7]=[CH:8][C:3]([CH2:2][C:17]#[N:18])=[CH:4][C:5]=1[O:10][C:11]1[CH:16]=[CH:15][CH:14]=[CH:13][CH:12]=1, predict the reactants needed to synthesize it. (3) Given the product [OH:13][C@H:14]([C:31]1[CH:32]=[CH:33][CH:34]=[CH:35][CH:36]=1)[C@H:15]([N:17]([CH3:30])[C:18](=[O:29])[C@@H:19]([N:20]([CH3:28])[C:21](=[O:27])[O:22][C:23]([CH3:25])([CH3:26])[CH3:24])[CH2:11][CH:10]1[CH2:40][CH2:41][O:42][CH2:8][CH2:9]1)[CH3:16], predict the reactants needed to synthesize it. The reactants are: C(NC(C)C)(C)C.[CH2:8]([Li])[CH2:9][CH2:10][CH3:11].[OH:13][C@H:14]([C:31]1[CH:36]=[CH:35][CH:34]=[CH:33][CH:32]=1)[C@H:15]([N:17]([CH3:30])[C:18](=[O:29])[CH2:19][N:20]([CH3:28])[C:21](=[O:27])[O:22][C:23]([CH3:26])([CH3:25])[CH3:24])[CH3:16].[Cl-].[Li+].C1C[O:42][CH2:41][CH2:40]1. (4) Given the product [CH3:9][C:4]1[CH:3]=[C:2]([C:18]#[C:17][C:19]2[CH:20]=[N:21][CH:22]=[C:23]([CH:26]=2)[C:24]#[N:25])[CH:7]=[CH:6][C:5]=1[CH3:8], predict the reactants needed to synthesize it. The reactants are: I[C:2]1[CH:3]=[C:4]([CH3:9])[C:5]([CH3:8])=[CH:6][CH:7]=1.C(N(CC)CC)C.[C:17]([C:19]1[CH:20]=[N:21][CH:22]=[C:23]([CH:26]=1)[C:24]#[N:25])#[CH:18]. (5) Given the product [NH2:8][C:9]1[CH:14]=[CH:13][CH:12]=[CH:11][C:10]=1[NH:15][C:16]([C:18]1[S:19][C:20]2[CH2:21][N:22]([C:2]3[N:7]=[CH:6][CH:5]=[CH:4][N:3]=3)[CH2:23][CH2:24][C:25]=2[N:26]=1)=[O:17], predict the reactants needed to synthesize it. The reactants are: Cl[C:2]1[N:7]=[CH:6][CH:5]=[CH:4][N:3]=1.[NH2:8][C:9]1[CH:14]=[CH:13][CH:12]=[CH:11][C:10]=1[NH:15][C:16]([C:18]1[S:19][C:20]2[CH2:21][NH:22][CH2:23][CH2:24][C:25]=2[N:26]=1)=[O:17]. (6) The reactants are: [OH:1][C:2]1[CH:7]=[CH:6][C:5]([C:8](=[C:19]2[CH2:24][C:23]([CH3:26])([CH3:25])[CH2:22][C:21]([CH3:28])([CH3:27])[CH2:20]2)[C:9]2[CH:18]=[CH:17][C:12]([C:13]([O:15]C)=[O:14])=[CH:11][CH:10]=2)=[CH:4][CH:3]=1.CCO.[OH-].[Na+]. Given the product [OH:1][C:2]1[CH:3]=[CH:4][C:5]([C:8](=[C:19]2[CH2:20][C:21]([CH3:28])([CH3:27])[CH2:22][C:23]([CH3:26])([CH3:25])[CH2:24]2)[C:9]2[CH:18]=[CH:17][C:12]([C:13]([OH:15])=[O:14])=[CH:11][CH:10]=2)=[CH:6][CH:7]=1, predict the reactants needed to synthesize it. (7) The reactants are: C([O:5][C:6]([N:8]1[CH:13]([C:14]2[NH:18][C:17]3[CH:19]=[C:20]([C:23]4[CH:35]=[CH:34][C:33]5[C:32]6[C:27](=[CH:28][C:29]([C:36]7[NH:37][C:38]([CH:41]8[CH2:47][C:44]9([CH2:46][CH2:45]9)[CH2:43][N:42]8[C:48](=[O:58])[CH:49]([NH:53][C:54]([O:56][CH3:57])=[O:55])[CH:50]([CH3:52])[CH3:51])=[N:39][CH:40]=7)=[CH:30][CH:31]=6)[C:26]([F:60])([F:59])[C:25]=5[CH:24]=4)[CH:21]=[CH:22][C:16]=3[N:15]=2)[CH:12]2[CH2:61][CH:9]1[CH2:10][CH2:11]2)=O)(C)(C)C.Cl.CCN(C(C)C)C(C)C.CN(C(ON1N=[N:87][C:82]2[CH:83]=[CH:84][CH:85]=[N:86]C1=2)=[N+](C)C)C.F[P-](F)(F)(F)(F)F.C[CH2:97][O:98][C:99](C)=[O:100]. Given the product [CH3:97][O:98][C:99](=[O:100])[NH:87][CH:82]([C:6]([N:8]1[CH:13]([C:14]2[NH:18][C:17]3[CH:19]=[C:20]([C:23]4[CH:35]=[CH:34][C:33]5[C:32]6[C:27](=[CH:28][C:29]([C:36]7[NH:37][C:38]([CH:41]8[CH2:47][C:44]9([CH2:45][CH2:46]9)[CH2:43][N:42]8[C:48](=[O:58])[CH:49]([NH:53][C:54]([O:56][CH3:57])=[O:55])[CH:50]([CH3:51])[CH3:52])=[N:39][CH:40]=7)=[CH:30][CH:31]=6)[C:26]([F:59])([F:60])[C:25]=5[CH:24]=4)[CH:21]=[CH:22][C:16]=3[N:15]=2)[CH:12]2[CH2:61][CH:9]1[CH2:10][CH2:11]2)=[O:5])[CH2:83][CH2:84][C:85]#[N:86], predict the reactants needed to synthesize it. (8) Given the product [F:9][C:8]([F:11])([F:10])[C:1]1([OH:5])[CH2:4][CH2:3][CH2:2]1, predict the reactants needed to synthesize it. The reactants are: [C:1]1(=[O:5])[CH2:4][CH2:3][CH2:2]1.C[Si](C)(C)[C:8]([F:11])([F:10])[F:9].[F-].C([N+](CCCC)(CCCC)CCCC)CCC. (9) The reactants are: [CH2:1]([NH:8][C:9]1[CH:10]=[C:11]([CH:15]=[CH:16][CH:17]=1)[C:12]([OH:14])=O)[C:2]1[CH:7]=[CH:6][CH:5]=[CH:4][CH:3]=1.CN(C(ON1N=[N:33][C:28]2[CH:29]=CC=N[C:27]1=2)=[N+](C)C)C.F[P-](F)(F)(F)(F)F.C(N(C(C)C)CC)(C)C.C(N)(C)C. Given the product [CH2:1]([NH:8][C:9]1[CH:10]=[C:11]([CH:15]=[CH:16][CH:17]=1)[C:12]([NH:33][CH:28]([CH3:29])[CH3:27])=[O:14])[C:2]1[CH:3]=[CH:4][CH:5]=[CH:6][CH:7]=1, predict the reactants needed to synthesize it.